Dataset: TCR-epitope binding with 47,182 pairs between 192 epitopes and 23,139 TCRs. Task: Binary Classification. Given a T-cell receptor sequence (or CDR3 region) and an epitope sequence, predict whether binding occurs between them. (1) The epitope is IPSINVHHY. The TCR CDR3 sequence is CASSLASTPNEKLFF. Result: 1 (the TCR binds to the epitope). (2) The epitope is PKYVKQNTLKLAT. The TCR CDR3 sequence is CASSTTQGFYEQYF. Result: 1 (the TCR binds to the epitope). (3) The epitope is SQASSRSSSR. The TCR CDR3 sequence is CASSLGFSDSPLHF. Result: 0 (the TCR does not bind to the epitope). (4) Result: 1 (the TCR binds to the epitope). The TCR CDR3 sequence is CASSWYGGTNYGYTF. The epitope is FLASKIGRLV. (5) The epitope is SFHSLHLLF. The TCR CDR3 sequence is CASSPNFGPNYGYTF. Result: 1 (the TCR binds to the epitope). (6) The epitope is LLWNGPMAV. The TCR CDR3 sequence is CASSSDGTSGYEQYF. Result: 0 (the TCR does not bind to the epitope). (7) The epitope is FLASKIGRLV. The TCR CDR3 sequence is CASSSTLAGGPGFF. Result: 0 (the TCR does not bind to the epitope). (8) The epitope is GVAMPNLYK. The TCR CDR3 sequence is CASGRGGNKVDEQFF. Result: 1 (the TCR binds to the epitope).